This data is from Forward reaction prediction with 1.9M reactions from USPTO patents (1976-2016). The task is: Predict the product of the given reaction. Given the reactants [Br:1][C:2]1[CH:8]=[CH:7][C:5]([NH2:6])=[C:4]([CH3:9])[C:3]=1[Cl:10].[N:11]([O-])=O.[Na+], predict the reaction product. The product is: [Br:1][C:2]1[C:3]([Cl:10])=[C:4]2[C:5](=[CH:7][CH:8]=1)[NH:6][N:11]=[CH:9]2.